Dataset: Catalyst prediction with 721,799 reactions and 888 catalyst types from USPTO. Task: Predict which catalyst facilitates the given reaction. (1) Reactant: [F:1][C:2]([F:19])([F:18])[C:3]1[CH:8]=[CH:7][C:6]([C:9]2[C:10]([C:15](O)=[O:16])=[CH:11][CH:12]=[CH:13][CH:14]=2)=[CH:5][CH:4]=1.S(Cl)(Cl)=O.[NH2:24][C:25]1[CH:30]=[CH:29][C:28]([N:31]2[CH2:36][CH2:35][CH:34]([CH:37]([C:42]3[CH:47]=[CH:46][CH:45]=[CH:44][CH:43]=3)[C:38]([O:40][CH3:41])=[O:39])[CH2:33][CH2:32]2)=[CH:27][CH:26]=1.CCN(C(C)C)C(C)C. Product: [C:42]1([CH:37]([CH:34]2[CH2:35][CH2:36][N:31]([C:28]3[CH:27]=[CH:26][C:25]([NH:24][C:15]([C:10]4[CH:11]=[CH:12][CH:13]=[CH:14][C:9]=4[C:6]4[CH:7]=[CH:8][C:3]([C:2]([F:1])([F:18])[F:19])=[CH:4][CH:5]=4)=[O:16])=[CH:30][CH:29]=3)[CH2:32][CH2:33]2)[C:38]([O:40][CH3:41])=[O:39])[CH:43]=[CH:44][CH:45]=[CH:46][CH:47]=1. The catalyst class is: 59. (2) Reactant: [Cl:1][C:2]1[CH:20]=[CH:19][C:5]([C:6]([NH:8][CH2:9][CH2:10][C:11]2[CH:16]=[CH:15][CH:14]=[C:13]([O:17]C)[CH:12]=2)=[O:7])=[CH:4][C:3]=1[C:21]([F:24])([F:23])[F:22].B(Br)(Br)Br.[NH4+].[OH-]. Product: [Cl:1][C:2]1[CH:20]=[CH:19][C:5]([C:6]([NH:8][CH2:9][CH2:10][C:11]2[CH:16]=[CH:15][CH:14]=[C:13]([OH:17])[CH:12]=2)=[O:7])=[CH:4][C:3]=1[C:21]([F:22])([F:23])[F:24]. The catalyst class is: 2. (3) Reactant: CC(C)([O-])C.[K+].[CH3:7][C:8]1[CH:13]=[CH:12][C:11]([CH2:14][C:15]([O:17][C:18]([CH3:21])([CH3:20])[CH3:19])=[O:16])=[CH:10][CH:9]=1.Br[CH:23]([CH2:25][CH3:26])[CH3:24].O. Product: [CH3:24][CH:23]([CH2:25][CH3:26])[CH:14]([C:11]1[CH:10]=[CH:9][C:8]([CH3:7])=[CH:13][CH:12]=1)[C:15]([O:17][C:18]([CH3:21])([CH3:20])[CH3:19])=[O:16]. The catalyst class is: 369. (4) Reactant: Br[CH2:2][C:3]([NH:5][C:6]1[CH:11]=[C:10]([N+:12]([O-:14])=[O:13])[CH:9]=[CH:8][C:7]=1[C:15]([CH3:18])([CH3:17])[CH3:16])=[O:4].C([O-])([O-])=O.[K+].[K+].C[C:26]([N:28](C)[CH3:29])=O. Product: [C:15]([C:7]1[CH:8]=[CH:9][C:10]([N+:12]([O-:14])=[O:13])=[CH:11][C:6]=1[NH:5][C:3](=[O:4])[CH2:2][N:28]([CH3:29])[CH3:26])([CH3:18])([CH3:17])[CH3:16]. The catalyst class is: 1. (5) Reactant: [C@H:1]1([C:7]([OH:9])=[O:8])[CH2:6][CH2:5][CH:4]=[CH:3][CH2:2]1.[Br:10]N1C(=O)CCC1=O.[O-2].[Ca+2]. Product: [Br:10][C@@H:4]1[C@@H:5]2[CH2:6][C@@H:1]([C:7](=[O:9])[O:8]2)[CH2:2][CH2:3]1. The catalyst class is: 4. (6) Reactant: [C:1]([O:5][C:6]([N:8]1[CH2:13][CH2:12][CH:11]([CH:14]([S:18][C:19]2[CH:20]=[N:21][C:22]([NH:32][C:33]3[S:34][CH:35]=[C:36]([CH3:38])[N:37]=3)=[C:23]([O:25][C:26]3[CH:31]=[CH:30][CH:29]=[CH:28][CH:27]=3)[CH:24]=2)[C:15](O)=[O:16])[CH2:10][CH2:9]1)=[O:7])([CH3:4])([CH3:3])[CH3:2].C(N(C(C)C)C(C)C)C.CN(C(F)=[N+](C)C)C.F[P-](F)(F)(F)(F)F.O[NH:64][C:65](=[NH:67])[CH3:66]. Product: [CH3:66][C:65]1[N:67]=[C:15]([CH:14]([S:18][C:19]2[CH:20]=[N:21][C:22]([NH:32][C:33]3[S:34][CH:35]=[C:36]([CH3:38])[N:37]=3)=[C:23]([O:25][C:26]3[CH:31]=[CH:30][CH:29]=[CH:28][CH:27]=3)[CH:24]=2)[CH:11]2[CH2:10][CH2:9][N:8]([C:6]([O:5][C:1]([CH3:2])([CH3:4])[CH3:3])=[O:7])[CH2:13][CH2:12]2)[O:16][N:64]=1. The catalyst class is: 31. (7) Reactant: [C:1]1([OH:11])[C:10]2[C:5](=[CH:6][CH:7]=[CH:8][CH:9]=2)[CH:4]=[CH:3][CH:2]=1.[Br:12][C:13]1[CH:14]=[C:15]([CH:18]=[C:19]([O:23][CH3:24])[C:20]=1[O:21][CH3:22])[CH:16]=O.[C:25]([CH2:27][C:28]([O:30][CH2:31][CH3:32])=[O:29])#[N:26].N1CCCCC1. Product: [CH2:31]([O:30][C:28]([C:27]1[CH:16]([C:15]2[CH:18]=[C:19]([O:23][CH3:24])[C:20]([O:21][CH3:22])=[C:13]([Br:12])[CH:14]=2)[C:2]2[C:1](=[C:10]3[CH:9]=[CH:8][CH:7]=[CH:6][C:5]3=[CH:4][CH:3]=2)[O:11][C:25]=1[NH2:26])=[O:29])[CH3:32]. The catalyst class is: 40. (8) Reactant: COC1C=C(C=C(OC)C=1)CC1C2C(=CC=CC=2CCC2C=CC(C(O)=O)=CC=2)CC=1.[CH3:32][O:33][C:34]1[CH:61]=[CH:60][C:59]([O:62][CH3:63])=[CH:58][C:35]=1[CH2:36][C:37]1[C:45]2[C:40](=[CH:41][CH:42]=[CH:43][C:44]=2[CH2:46][CH2:47][C:48]2[CH:57]=[CH:56][C:51]([C:52]([O:54]C)=[O:53])=[CH:50][CH:49]=2)[CH2:39][CH:38]=1.[Li+].[OH-]. Product: [CH3:32][O:33][C:34]1[CH:61]=[CH:60][C:59]([O:62][CH3:63])=[CH:58][C:35]=1[CH2:36][C:37]1[C:45]2[C:40](=[CH:41][CH:42]=[CH:43][C:44]=2[CH2:46][CH2:47][C:48]2[CH:57]=[CH:56][C:51]([C:52]([OH:54])=[O:53])=[CH:50][CH:49]=2)[CH2:39][CH:38]=1.[CH3:32][O:33][C:34]1[CH:61]=[CH:60][C:59]([O:62][CH3:63])=[CH:58][C:35]=1/[CH:36]=[C:37]1\[CH2:38][CH2:39][C:40]2[C:45]\1=[C:44]([CH2:46][CH2:47][C:48]1[CH:57]=[CH:56][C:51]([C:52]([OH:54])=[O:53])=[CH:50][CH:49]=1)[CH:43]=[CH:42][CH:41]=2. The catalyst class is: 1.